From a dataset of Full USPTO retrosynthesis dataset with 1.9M reactions from patents (1976-2016). Predict the reactants needed to synthesize the given product. (1) Given the product [Cl:1][C:2]1[CH:7]=[C:6]([NH:21][CH2:20][CH:17]2[CH2:18][CH2:19][O:14][CH2:15][CH2:16]2)[C:5]([F:9])=[CH:4][C:3]=1[S:10]([NH2:13])(=[O:12])=[O:11], predict the reactants needed to synthesize it. The reactants are: [Cl:1][C:2]1[CH:7]=[C:6](F)[C:5]([F:9])=[CH:4][C:3]=1[S:10]([NH2:13])(=[O:12])=[O:11].[O:14]1[CH2:19][CH2:18][CH:17]([CH2:20][NH2:21])[CH2:16][CH2:15]1.C(N(CC)C(C)C)(C)C. (2) Given the product [Cl:1][C:2]1[CH:7]=[C:6]([Cl:8])[CH:5]=[CH:4][C:3]=1[C:9]1[N:10]=[C:11]([CH2:30][CH3:31])[C:12]([NH:17][C@@H:18]2[C:26]3[C:21](=[CH:22][CH:23]=[CH:24][CH:25]=3)[CH2:20][C@@H:19]2[O:27][CH2:28][CH2:29][O:35][CH3:34])=[N:13][C:14]=1[CH2:15][CH3:16], predict the reactants needed to synthesize it. The reactants are: [Cl:1][C:2]1[CH:7]=[C:6]([Cl:8])[CH:5]=[CH:4][C:3]=1[C:9]1[N:10]=[C:11]([CH2:30][CH3:31])[C:12]([NH:17][C@@H:18]2[C:26]3[C:21](=[CH:22][CH:23]=[CH:24][CH:25]=3)[CH2:20][C@@H:19]2[O:27][CH2:28][CH3:29])=[N:13][C:14]=1[CH2:15][CH3:16].BrC[CH2:34][O:35]C. (3) Given the product [CH2:3]([N:10]1[CH2:14][C@@H:13]([C:15]2[CH:20]=[CH:19][C:18]([Cl:21])=[C:17]([F:22])[CH:16]=2)[C@@H:12]([C:23]([OH:25])=[O:24])[CH2:11]1)[C:4]1[CH:9]=[CH:8][CH:7]=[CH:6][CH:5]=1, predict the reactants needed to synthesize it. The reactants are: O=O.[CH2:3]([N:10]1[CH2:14][C:13]([C:15]2[CH:20]=[CH:19][C:18]([Cl:21])=[C:17]([F:22])[CH:16]=2)=[C:12]([C:23]([OH:25])=[O:24])[CH2:11]1)[C:4]1[CH:9]=[CH:8][CH:7]=[CH:6][CH:5]=1.COC1C(C2C(OC)=CC=CC=2P(C2OC=CC=2)C2OC=CC=2)=C(P(C2OC=CC=2)C2OC=CC=2)C=CC=1.[H][H]. (4) Given the product [C:9]([O:13][C:14]([N:16]1[CH2:21][CH2:20][CH:19]([O:22][C:2]2[CH:7]=[CH:6][C:5]([Br:8])=[CH:4][N:3]=2)[CH2:18][CH2:17]1)=[O:15])([CH3:12])([CH3:10])[CH3:11], predict the reactants needed to synthesize it. The reactants are: Br[C:2]1[CH:7]=[CH:6][C:5]([Br:8])=[CH:4][N:3]=1.[C:9]([O:13][C:14]([N:16]1[CH2:21][CH2:20][CH:19]([OH:22])[CH2:18][CH2:17]1)=[O:15])([CH3:12])([CH3:11])[CH3:10]. (5) Given the product [I:20][CH2:11][C:10]1([CH3:12])[O:1][CH2:2][C@@H:3]2[CH2:4][N:5]([C:13]([O:15][C:16]([CH3:19])([CH3:18])[CH3:17])=[O:14])[CH2:6][CH2:7][N:8]2[CH2:9]1, predict the reactants needed to synthesize it. The reactants are: [OH:1][CH2:2][C@H:3]1[N:8]([CH2:9][C:10]([CH3:12])=[CH2:11])[CH2:7][CH2:6][N:5]([C:13]([O:15][C:16]([CH3:19])([CH3:18])[CH3:17])=[O:14])[CH2:4]1.[I:20]N1C(=O)CCC1=O.C(=O)([O-])[O-].[K+].[K+].